This data is from Catalyst prediction with 721,799 reactions and 888 catalyst types from USPTO. The task is: Predict which catalyst facilitates the given reaction. (1) Reactant: Br[C:2]1[S:3][C:4]([C:7]2[CH:12]=[CH:11][C:10]([CH:13]=[CH:14][C:15]([O:17][C:18]([CH3:21])([CH3:20])[CH3:19])=[O:16])=[CH:9][C:8]=2[CH3:22])=[N:5][N:6]=1.[C:23]([C:25]1[CH:26]=[C:27](B(O)O)[CH:28]=[CH:29][C:30]=1[F:31])#[N:24].C(=O)([O-])[O-].[Na+].[Na+]. Product: [C:23]([C:25]1[CH:26]=[C:27]([N:6]2[N:5]=[C:4]([C:7]3[CH:12]=[CH:11][C:10]([CH:13]=[CH:14][C:15]([O:17][C:18]([CH3:21])([CH3:20])[CH3:19])=[O:16])=[CH:9][C:8]=3[CH3:22])[S:3][CH2:2]2)[CH:28]=[CH:29][C:30]=1[F:31])#[N:24]. The catalyst class is: 18. (2) Reactant: [NH2:1][C:2]([C:4]1[CH:5]=[C:6]2[C:11](=[CH:12][CH:13]=1)[C:10](=[O:14])[N:9]([CH2:15][CH:16]([CH3:18])[CH3:17])[C:8]([CH2:19][NH:20][C:21](=[O:37])[O:22][CH2:23][CH:24]1[C:36]3[CH:35]=[CH:34][CH:33]=[CH:32][C:31]=3[C:30]3[C:25]1=[CH:26][CH:27]=[CH:28][CH:29]=3)=[C:7]2[C:38]1[CH:43]=[CH:42][CH:41]=[CH:40][CH:39]=1)=[S:3].Br[CH2:45][C:46](=O)[CH3:47].O. Product: [CH2:15]([N:9]1[C:8]([CH2:19][NH:20][C:21](=[O:37])[O:22][CH2:23][CH:24]2[C:36]3[CH:35]=[CH:34][CH:33]=[CH:32][C:31]=3[C:30]3[C:25]2=[CH:26][CH:27]=[CH:28][CH:29]=3)=[C:7]([C:38]2[CH:43]=[CH:42][CH:41]=[CH:40][CH:39]=2)[C:6]2[C:11](=[CH:12][CH:13]=[C:4]([C:2]3[S:3][CH:45]=[C:46]([CH3:47])[N:1]=3)[CH:5]=2)[C:10]1=[O:14])[CH:16]([CH3:18])[CH3:17]. The catalyst class is: 8. (3) Reactant: Br[C:2]1[S:6][C:5]([C:7]([N:9]([C:11]2[CH:16]=[CH:15][CH:14]=[C:13]([O:17][CH3:18])[CH:12]=2)[CH3:10])=[O:8])=[CH:4][CH:3]=1.[F:19][C:20]1[CH:21]=[C:22](B(O)O)[CH:23]=[CH:24][C:25]=1[O:26][CH3:27]. Product: [F:19][C:20]1[CH:21]=[C:22]([C:2]2[S:6][C:5]([C:7]([N:9]([C:11]3[CH:16]=[CH:15][CH:14]=[C:13]([O:17][CH3:18])[CH:12]=3)[CH3:10])=[O:8])=[CH:4][CH:3]=2)[CH:23]=[CH:24][C:25]=1[O:26][CH3:27]. The catalyst class is: 492. (4) Reactant: [CH3:1][O:2][C:3]1[CH:4]=[C:5]([SH:9])[CH:6]=[CH:7][CH:8]=1.[OH-].[K+].Br.Br[CH2:14][C:15]([C:17]1[CH:22]=[CH:21][N:20]=[CH:19][CH:18]=1)=[O:16]. Product: [CH3:1][O:2][C:3]1[CH:4]=[C:5]([S:9][CH2:14][C:15]([C:17]2[CH:22]=[CH:21][N:20]=[CH:19][CH:18]=2)=[O:16])[CH:6]=[CH:7][CH:8]=1. The catalyst class is: 97. (5) Reactant: [C:1](=[O:4])([O-])[O-].[K+].[K+].[CH3:7][O:8][C:9]1[CH:14]=[CH:13][CH:12]=[CH:11][C:10]=1[N:15]1[CH2:20][CH2:19][CH:18]([CH2:21][NH2:22])[CH2:17][CH2:16]1.[OH2:23].C[N:25]([CH3:28])C=O. Product: [O:4]1[C:1]2=[C:9]3[C:28](=[CH:13][CH:12]=[C:11]2[O:23][CH2:16][C@@H:17]1[CH2:18][NH:22][CH2:21][CH:18]1[CH2:19][CH2:20][N:15]([C:10]2[CH:11]=[CH:12][CH:13]=[CH:14][C:9]=2[O:8][CH3:7])[CH2:16][CH2:17]1)[NH:25][N:15]=[CH:10]3. The catalyst class is: 11. (6) Reactant: C([Li])CCC.C(NC(C)C)(C)C.[CH:13]1([CH2:16][C:17]#[N:18])[CH2:15][CH2:14]1.C[O:20][C:21](=O)[C:22]1[CH:27]=[CH:26][C:25]([C:28]#[N:29])=[CH:24][CH:23]=1. Product: [C:17]([CH:16]([CH:13]1[CH2:15][CH2:14]1)[C:21]([C:22]1[CH:27]=[CH:26][C:25]([C:28]#[N:29])=[CH:24][CH:23]=1)=[O:20])#[N:18]. The catalyst class is: 392. (7) Reactant: [CH3:1][C:2]1[C:3]([C:11]2[CH:16]=[CH:15][N:14]=[CH:13][CH:12]=2)=[CH:4][C:5]([O:9][CH3:10])=[C:6]([CH:8]=1)[NH2:7].C(N(CC)CC)C.[F:24][C:25]([F:36])([F:35])[C:26](O[C:26](=[O:27])[C:25]([F:36])([F:35])[F:24])=[O:27]. Product: [F:24][C:25]([F:36])([F:35])[C:26]([NH:7][C:6]1[CH:8]=[C:2]([CH3:1])[C:3]([C:11]2[CH:16]=[CH:15][N:14]=[CH:13][CH:12]=2)=[CH:4][C:5]=1[O:9][CH3:10])=[O:27]. The catalyst class is: 1. (8) Reactant: C1(P(C2C=CC=CC=2)C2C=CC=CC=2)C=CC=CC=1.[N:20]([CH:23]([C:25]1[O:26][C:27]2[CH:39]=[CH:38][CH:37]=[CH:36][C:28]=2[C:29]=1[C:30]1[CH:35]=[CH:34][CH:33]=[CH:32][CH:31]=1)[CH3:24])=[N+]=[N-]. Product: [C:30]1([C:29]2[C:28]3[CH:36]=[CH:37][CH:38]=[CH:39][C:27]=3[O:26][C:25]=2[CH:23]([NH2:20])[CH3:24])[CH:31]=[CH:32][CH:33]=[CH:34][CH:35]=1. The catalyst class is: 20.